This data is from Forward reaction prediction with 1.9M reactions from USPTO patents (1976-2016). The task is: Predict the product of the given reaction. (1) Given the reactants Cl[C:2]1[CH:7]=[C:6]([N:8]2[CH2:13][CH2:12][CH2:11][CH2:10][CH2:9]2)[N:5]=[C:4]([N:14]([CH2:26][CH3:27])[CH2:15][CH2:16][C:17]2[C:25]3[C:20](=[CH:21][CH:22]=[CH:23][CH:24]=3)[NH:19][CH:18]=2)[N:3]=1.[NH2:28][C:29]1[CH:34]=[CH:33][C:32]([CH3:35])=[CH:31][CH:30]=1, predict the reaction product. The product is: [CH2:26]([N:14]([CH2:15][CH2:16][C:17]1[C:25]2[C:20](=[CH:21][CH:22]=[CH:23][CH:24]=2)[NH:19][CH:18]=1)[C:4]1[N:3]=[C:2]([NH:28][C:29]2[CH:34]=[CH:33][C:32]([CH3:35])=[CH:31][CH:30]=2)[CH:7]=[C:6]([N:8]2[CH2:9][CH2:10][CH2:11][CH2:12][CH2:13]2)[N:5]=1)[CH3:27]. (2) Given the reactants S(O)(O)(=O)=O.[NH2:6][OH:7].[OH2:8].[OH-:9].[Na+].O[C:12]1[C:21]2[C:16](=[CH:17][CH:18]=[CH:19][CH:20]=2)O[C:14](=O)[CH:13]=1, predict the reaction product. The product is: [O:7]1[C:20]2[CH:19]=[CH:18][CH:17]=[CH:16][C:21]=2[C:12]([CH2:13][C:14]([OH:9])=[O:8])=[N:6]1. (3) Given the reactants [NH2:1][C:2]1[CH:20]=[CH:19][C:5]([O:6][C:7]2[C:12]3[NH:13][C:14](=[O:18])[C:15](=[O:17])[NH:16][C:11]=3[N:10]=[CH:9][CH:8]=2)=[CH:4][C:3]=1[F:21].[C:22]([C:26]1[CH:30]=[C:29]([N:31]=[C:32]=[O:33])[N:28]([C:34]2[CH:39]=[CH:38][C:37]([CH3:40])=[CH:36][CH:35]=2)[N:27]=1)([CH3:25])([CH3:24])[CH3:23], predict the reaction product. The product is: [C:22]([C:26]1[CH:30]=[C:29]([NH:31][C:32]([NH:1][C:2]2[CH:20]=[CH:19][C:5]([O:6][C:7]3[C:12]4[NH:13][C:14](=[O:18])[C:15](=[O:17])[NH:16][C:11]=4[N:10]=[CH:9][CH:8]=3)=[CH:4][C:3]=2[F:21])=[O:33])[N:28]([C:34]2[CH:39]=[CH:38][C:37]([CH3:40])=[CH:36][CH:35]=2)[N:27]=1)([CH3:25])([CH3:24])[CH3:23]. (4) Given the reactants CC1C=CC(S(O[CH2:12][C@H:13]2[CH2:18][CH2:17][C@H:16]([NH:19][C:20]([O:22][C:23]([CH3:26])([CH3:25])[CH3:24])=[O:21])[CH2:15][CH2:14]2)(=O)=O)=CC=1.[C:27]([O-:30])(=[S:29])[CH3:28].[K+], predict the reaction product. The product is: [C:27](=[O:30])([S:29][CH2:12][C@H:13]1[CH2:14][CH2:15][C@H:16]([NH:19][C:20]([O:22][C:23]([CH3:24])([CH3:25])[CH3:26])=[O:21])[CH2:17][CH2:18]1)[CH3:28]. (5) Given the reactants [CH2:1]([O:3][C:4](=[O:17])[C:5]1[CH:10]=[CH:9][C:8]([O:11][CH2:12][CH3:13])=[C:7]([N:14]=[C:15]=[S:16])[CH:6]=1)[CH3:2].CC1C=CC(C([NH2:25])=O)=CC=1NC(N)=S.N, predict the reaction product. The product is: [CH2:1]([O:3][C:4](=[O:17])[C:5]1[CH:10]=[CH:9][C:8]([O:11][CH2:12][CH3:13])=[C:7]([NH:14][C:15]([NH2:25])=[S:16])[CH:6]=1)[CH3:2].